Dataset: Catalyst prediction with 721,799 reactions and 888 catalyst types from USPTO. Task: Predict which catalyst facilitates the given reaction. (1) Reactant: [N:1]1[CH:6]=[CH:5][C:4]([C:7]([OH:9])=O)=[CH:3][CH:2]=1.CN(C(ON1N=NC2C=CC=NC1=2)=[N+](C)C)C.F[P-](F)(F)(F)(F)F.[F:34][C:35]([F:59])([F:58])[O:36][C:37]1[CH:42]=[CH:41][C:40]([CH:43]2[CH2:48][NH:47][CH2:46][CH:45]([NH:49][C:50](=[O:57])[C:51]3[CH:56]=[CH:55][CH:54]=[CH:53][CH:52]=3)[CH2:44]2)=[CH:39][CH:38]=1. Product: [N:1]1[CH:2]=[CH:3][C:4]([C:7]([N:47]2[CH2:48][CH:43]([C:40]3[CH:41]=[CH:42][C:37]([O:36][C:35]([F:59])([F:34])[F:58])=[CH:38][CH:39]=3)[CH2:44][CH:45]([NH:49][C:50]([C:51]3[CH:52]=[CH:53][CH:54]=[CH:55][CH:56]=3)=[O:57])[CH2:46]2)=[O:9])=[CH:5][CH:6]=1. The catalyst class is: 456. (2) Reactant: Cl[P:2]([CH3:4])[CH3:3].[O-:5]CC.[Na+].Br[CH2:10][C:11]1[CH:16]=[CH:15][CH:14]=[C:13]([N+:17]([O-:19])=[O:18])[CH:12]=1. Product: [CH3:3][P:2](=[O:5])([CH3:4])[CH2:10][C:11]1[CH:16]=[CH:15][CH:14]=[C:13]([N+:17]([O-:19])=[O:18])[CH:12]=1. The catalyst class is: 1. (3) The catalyst class is: 10. Reactant: [OH:1][C:2]1[N:7]=[C:6]([CH:8]=[O:9])[CH:5]=[CH:4][CH:3]=1.Cl[C:11]([F:16])([F:15])C([O-])=O.[Na+]. Product: [F:15][CH:11]([F:16])[O:1][C:2]1[N:7]=[C:6]([CH:8]=[O:9])[CH:5]=[CH:4][CH:3]=1. (4) Reactant: [C:1]([O:5][C:6]([N:8]1[CH2:12][CH2:11][CH2:10][C@H:9]1[CH2:13][O:14][C:15]1[CH:23]=[CH:22][C:18]([C:19]([OH:21])=[O:20])=[CH:17][CH:16]=1)=[O:7])([CH3:4])(C)C.C(Cl)Cl.C(O)(C(F)(F)F)=O.C(Cl)(OCC1[C:50]2[C:45](=[CH:46][CH:47]=[CH:48][CH:49]=2)[C:44]2[C:39]1=[CH:40][CH:41]=[CH:42][CH:43]=2)=O. Product: [C:6]([N:8]1[CH2:12][CH2:11][CH2:10][C@H:9]1[CH2:13][O:14][C:15]1[CH:16]=[CH:17][C:18]([C:19]([OH:21])=[O:20])=[CH:22][CH:23]=1)([O:5][CH2:1][CH:4]1[C:43]2[C:44](=[CH:39][CH:40]=[CH:41][CH:42]=2)[C:45]2[C:50]1=[CH:49][CH:48]=[CH:47][CH:46]=2)=[O:7]. The catalyst class is: 28. (5) Reactant: [Na].[N:2]1([CH2:8][CH2:9][CH2:10][OH:11])[CH2:7][CH2:6][O:5][CH2:4][CH2:3]1.[N+:12]([C:15]1[CH:16]=[C:17]2[C:22](=[CH:23][C:24]=1F)[N:21]=[CH:20][N:19]=[C:18]2[NH:26][C:27]1[CH:32]=[CH:31][CH:30]=[CH:29][CH:28]=1)([O-:14])=[O:13]. Product: [N+:12]([C:15]1[CH:16]=[C:17]2[C:22](=[CH:23][C:24]=1[O:11][CH2:10][CH2:9][CH2:8][N:2]1[CH2:7][CH2:6][O:5][CH2:4][CH2:3]1)[N:21]=[CH:20][N:19]=[C:18]2[NH:26][C:27]1[CH:32]=[CH:31][CH:30]=[CH:29][CH:28]=1)([O-:14])=[O:13]. The catalyst class is: 1. (6) Reactant: [Cl:1][C:2]1[CH:3]=[C:4]([CH:9]=[CH:10][C:11]=1[O:12][C:13]1[CH:18]=[C:17]([C:19]([NH:21][C:22]2[CH:26]=[CH:25][N:24]([CH3:27])[N:23]=2)=[O:20])[CH:16]=[C:15]([O:28][C@@H:29]([CH3:33])[CH2:30][O:31][CH3:32])[CH:14]=1)[C:5]([O:7]C)=[O:6].O.[OH-].[Li+]. Product: [Cl:1][C:2]1[CH:3]=[C:4]([CH:9]=[CH:10][C:11]=1[O:12][C:13]1[CH:18]=[C:17]([C:19]([NH:21][C:22]2[CH:26]=[CH:25][N:24]([CH3:27])[N:23]=2)=[O:20])[CH:16]=[C:15]([O:28][C@@H:29]([CH3:33])[CH2:30][O:31][CH3:32])[CH:14]=1)[C:5]([OH:7])=[O:6]. The catalyst class is: 20. (7) Reactant: [Cl:1][C:2]1[CH:7]=[CH:6][C:5]([CH:8]2[C:15]3[C:11](=[N:12][NH:13][C:14]=3[CH3:16])[C:10](=[O:17])[N:9]2[C:18]2[CH:23]=[CH:22][C:21](=[O:24])[N:20]([CH3:25])[CH:19]=2)=[CH:4][CH:3]=1.[H-].[Na+].[CH3:28]I. Product: [Cl:1][C:2]1[CH:7]=[CH:6][C:5]([CH:8]2[C:15]3[C:11](=[N:12][N:13]([CH3:28])[C:14]=3[CH3:16])[C:10](=[O:17])[N:9]2[C:18]2[CH:23]=[CH:22][C:21](=[O:24])[N:20]([CH3:25])[CH:19]=2)=[CH:4][CH:3]=1. The catalyst class is: 3. (8) Reactant: [F:1][C:2]1[C:7]([F:8])=[CH:6][CH:5]=[CH:4][C:3]=1[C@H:9]1[CH2:19][CH2:18][C@H:17](O)[C:12]2=[N:13][CH:14]=[CH:15][CH:16]=[C:11]2[CH2:10]1.FC1C(F)=CC=CC=1[C@H]1CC[C@@H](O)C2=NC=CC=C2C1. Product: [F:1][C:2]1[C:7]([F:8])=[CH:6][CH:5]=[CH:4][C:3]=1[CH:9]1[CH2:19][CH2:18][CH2:17][C:12]2=[N:13][CH:14]=[CH:15][CH:16]=[C:11]2[CH2:10]1. The catalyst class is: 2. (9) Reactant: C(OC([N:8]1[CH2:11][CH:10]([CH2:12][C:13]2[N:14]([CH3:39])[C:15]3[C:20]([N:21]=2)=[C:19]([N:22]2[CH2:27][CH2:26][O:25][CH2:24][CH2:23]2)[N:18]=[C:17]([N:28]2[C:32]4[CH:33]=[CH:34][CH:35]=[CH:36][C:31]=4[N:30]=[C:29]2[CH2:37][CH3:38])[N:16]=3)[CH2:9]1)=O)(C)(C)C.C(O)(C(F)(F)F)=O. Product: [NH:8]1[CH2:9][CH:10]([CH2:12][C:13]2[N:14]([CH3:39])[C:15]3[C:20]([N:21]=2)=[C:19]([N:22]2[CH2:27][CH2:26][O:25][CH2:24][CH2:23]2)[N:18]=[C:17]([N:28]2[C:32]4[CH:33]=[CH:34][CH:35]=[CH:36][C:31]=4[N:30]=[C:29]2[CH2:37][CH3:38])[N:16]=3)[CH2:11]1. The catalyst class is: 2. (10) Reactant: [C:1]([C:3]1[C:8]2[S:9](=[O:28])(=[O:27])[CH2:10][C:11]3[C:15]([C:16]([O:18]CC)=[O:17])=[N:14][N:13]([C:21]4[CH:26]=[CH:25][CH:24]=[CH:23][CH:22]=4)[C:12]=3[C:7]=2[CH:6]=[CH:5][CH:4]=1)#[N:2].[OH-:29].[Na+].OO. Product: [NH2:2][C:1]([C:3]1[C:8]2[S:9](=[O:28])(=[O:27])[CH2:10][C:11]3[C:15]([C:16]([OH:18])=[O:17])=[N:14][N:13]([C:21]4[CH:26]=[CH:25][CH:24]=[CH:23][CH:22]=4)[C:12]=3[C:7]=2[CH:6]=[CH:5][CH:4]=1)=[O:29]. The catalyst class is: 14.